From a dataset of Catalyst prediction with 721,799 reactions and 888 catalyst types from USPTO. Predict which catalyst facilitates the given reaction. Reactant: [F:1][C:2]1[CH:3]=[C:4]([C:8]2[CH:16]=[CH:15][CH:14]=[C:13]3[C:9]=2/[C:10](=[CH:18]/[C:19]2[NH:23][C:22]([CH3:24])=[C:21]([C:25](O)=[O:26])[C:20]=2[CH3:28])/[C:11](=[O:17])[NH:12]3)[CH:5]=[CH:6][CH:7]=1.C(Cl)CCl.C1C=CC2N(O)N=NC=2C=1.[CH:43]1([CH2:46][NH:47][CH2:48][C@@H:49]2[CH2:53][CH2:52][CH2:51][NH:50]2)[CH2:45][CH2:44]1. Product: [CH:43]1([CH2:46][NH:47][CH2:48][C@@H:49]2[CH2:53][CH2:52][CH2:51][N:50]2[C:25]([C:21]2[C:20]([CH3:28])=[C:19](/[CH:18]=[C:10]3\[C:11](=[O:17])[NH:12][C:13]4[C:9]\3=[C:8]([C:4]3[CH:5]=[CH:6][CH:7]=[C:2]([F:1])[CH:3]=3)[CH:16]=[CH:15][CH:14]=4)[NH:23][C:22]=2[CH3:24])=[O:26])[CH2:44][CH2:45]1. The catalyst class is: 85.